This data is from Reaction yield outcomes from USPTO patents with 853,638 reactions. The task is: Predict the reaction yield, written as a fraction of the theoretical maximum amount of product (1.0 means a 100% yield; for example, 0.34 means a 34% yield). The reactants are [CH:1]1([CH2:6][CH:7]([C:12]2[CH:17]=[CH:16][C:15]([S:18]([CH3:21])(=[O:20])=[O:19])=[CH:14][CH:13]=2)[C:8](=[O:11])[CH:9]=[CH2:10])[CH2:5][CH2:4][CH2:3][CH2:2]1.[S:22]1[CH:26]=[CH:25][N:24]=[C:23]1[CH:27]=[O:28].C(N(CC)CC)C. The catalyst is C(O)C.[Cl-].C([N+]1C(C)=C(CCO)SC=1)C1C=CC=CC=1.C(OCC)(=O)C. The product is [CH:1]1([CH2:6][CH:7]([C:12]2[CH:17]=[CH:16][C:15]([S:18]([CH3:21])(=[O:20])=[O:19])=[CH:14][CH:13]=2)[C:8](=[O:11])[CH2:9][CH2:10][C:27]([C:23]2[S:22][CH:26]=[CH:25][N:24]=2)=[O:28])[CH2:5][CH2:4][CH2:3][CH2:2]1. The yield is 0.790.